From a dataset of Peptide-MHC class I binding affinity with 185,985 pairs from IEDB/IMGT. Regression. Given a peptide amino acid sequence and an MHC pseudo amino acid sequence, predict their binding affinity value. This is MHC class I binding data. (1) The peptide sequence is YMYQYIQEL. The MHC is HLA-A02:11 with pseudo-sequence HLA-A02:11. The binding affinity (normalized) is 1.00. (2) The peptide sequence is KTSSGRMPV. The MHC is HLA-A30:01 with pseudo-sequence HLA-A30:01. The binding affinity (normalized) is 0.938.